From a dataset of Forward reaction prediction with 1.9M reactions from USPTO patents (1976-2016). Predict the product of the given reaction. (1) Given the reactants [Br:1][C:2]1[CH:3]=[C:4]([N:8]2[CH:12]=[C:11]([C:13](=[O:16])[CH2:14]Cl)[N:10]=[CH:9]2)[CH:5]=[CH:6][CH:7]=1.[OH:17][C:18]1[CH:19]=[N:20][CH:21]=[CH:22][CH:23]=1.C([O-])([O-])=O.[K+].[K+], predict the reaction product. The product is: [Br:1][C:2]1[CH:3]=[C:4]([N:8]2[CH:12]=[C:11]([C:13](=[O:16])[CH2:14][O:17][C:18]3[CH:19]=[N:20][CH:21]=[CH:22][CH:23]=3)[N:10]=[CH:9]2)[CH:5]=[CH:6][CH:7]=1. (2) The product is: [CH3:21][O:22][C:23]1[CH:24]=[C:25]([C:29]#[C:30][C:8]2[S:9][C:10]([C:13]([N:15]3[CH2:20][CH2:19][CH2:18][CH2:17][CH2:16]3)=[O:14])=[CH:11][N:12]=2)[CH:26]=[CH:27][CH:28]=1. Given the reactants BrC1SC=CN=1.Br[C:8]1[S:9][C:10]([C:13]([N:15]2[CH2:20][CH2:19][CH2:18][CH2:17][CH2:16]2)=[O:14])=[CH:11][N:12]=1.[CH3:21][O:22][C:23]1[CH:24]=[C:25]([C:29]#[CH:30])[CH:26]=[CH:27][CH:28]=1, predict the reaction product. (3) Given the reactants [F:1][C:2]1[CH:7]=[C:6]([N+:8]([O-])=O)[CH:5]=[CH:4][C:3]=1[CH:11]1[CH2:16][CH2:15][N:14]([CH:17]2[CH2:20][O:19][CH2:18]2)[CH2:13][CH2:12]1, predict the reaction product. The product is: [F:1][C:2]1[CH:7]=[C:6]([CH:5]=[CH:4][C:3]=1[CH:11]1[CH2:12][CH2:13][N:14]([CH:17]2[CH2:18][O:19][CH2:20]2)[CH2:15][CH2:16]1)[NH2:8].